Dataset: Reaction yield outcomes from USPTO patents with 853,638 reactions. Task: Predict the reaction yield, written as a fraction of the theoretical maximum amount of product (1.0 means a 100% yield; for example, 0.34 means a 34% yield). The reactants are [CH:1]([C:4]1[CH:9]=[CH:8][C:7]([CH:10]2[C:14]3[C:15]([CH3:35])=[C:16]([NH:26][C:27](=[O:34])OCC(Cl)(Cl)Cl)[C:17]([CH3:25])=[C:18]([C:19]4[CH:24]=[CH:23][CH:22]=[CH:21][CH:20]=4)[C:13]=3[O:12][CH2:11]2)=[CH:6][CH:5]=1)([CH3:3])[CH3:2].[NH2:36][CH2:37][CH2:38][OH:39]. The product is [OH:39][CH2:38][CH2:37][NH:36][C:27]([NH:26][C:16]1[C:17]([CH3:25])=[C:18]([C:19]2[CH:20]=[CH:21][CH:22]=[CH:23][CH:24]=2)[C:13]2[O:12][CH2:11][CH:10]([C:7]3[CH:8]=[CH:9][C:4]([CH:1]([CH3:2])[CH3:3])=[CH:5][CH:6]=3)[C:14]=2[C:15]=1[CH3:35])=[O:34]. The yield is 0.590. The catalyst is CCCCCC.C(OCC)(=O)C.